This data is from Reaction yield outcomes from USPTO patents with 853,638 reactions. The task is: Predict the reaction yield, written as a fraction of the theoretical maximum amount of product (1.0 means a 100% yield; for example, 0.34 means a 34% yield). (1) The reactants are C[O:2][C:3](=[O:37])[C:4]1[C:9]([NH:10][C:11](=[O:13])[CH3:12])=[CH:8][CH:7]=[C:6]([N:14]2[C:18]([CH3:19])=[CH:17][CH:16]=[C:15]2[C:20]2[CH:25]=[C:24]([Cl:26])[CH:23]=[CH:22][C:21]=2[O:27][CH2:28][C:29]2[C:34]([F:35])=[CH:33][CH:32]=[CH:31][C:30]=2[F:36])[CH:5]=1. The catalyst is CCO.[OH-].[Na+].C(Cl)Cl. The product is [Cl:26][C:24]1[CH:23]=[CH:22][C:21]([O:27][CH2:28][C:29]2[C:34]([F:35])=[CH:33][CH:32]=[CH:31][C:30]=2[F:36])=[C:20]([C:15]2[N:14]([C:6]3[CH:5]=[C:4]([C:9]([NH:10][C:11](=[O:13])[CH3:12])=[CH:8][CH:7]=3)[C:3]([OH:37])=[O:2])[C:18]([CH3:19])=[CH:17][CH:16]=2)[CH:25]=1. The yield is 0.780. (2) The reactants are Br[C:2]1[CH:3]=[C:4]([S:10][C:11]2[CH:16]=[CH:15][CH:14]=[C:13]([O:17][CH3:18])[CH:12]=2)[C:5]([C:8]#[N:9])=[N:6][CH:7]=1.[Br:19][C:20]1[CH:21]=[C:22]([OH:26])[CH:23]=[CH:24][CH:25]=1.CN(C=O)C.[H-].[Na+]. The catalyst is O. The product is [Br:19][C:20]1[CH:21]=[C:22]([CH:23]=[CH:24][CH:25]=1)[O:26][C:2]1[CH:3]=[C:4]([S:10][C:11]2[CH:16]=[CH:15][CH:14]=[C:13]([O:17][CH3:18])[CH:12]=2)[C:5]([C:8]#[N:9])=[N:6][CH:7]=1. The yield is 0.817.